Predict the product of the given reaction. From a dataset of Forward reaction prediction with 1.9M reactions from USPTO patents (1976-2016). (1) Given the reactants [CH2:1]([N:4]1[C:8](=[O:9])[C:7]([CH:11]2[CH2:16][CH2:15][CH2:14][CH2:13][CH2:12]2)([CH3:10])[NH:6][C:5]1=[O:17])[CH:2]=[CH2:3].[C:18](=O)([O-])[O-].[Cs+].[Cs+].CN(C=O)C.CI, predict the reaction product. The product is: [CH2:1]([N:4]1[C:8](=[O:9])[C:7]([CH:11]2[CH2:12][CH2:13][CH2:14][CH2:15][CH2:16]2)([CH3:10])[N:6]([CH3:18])[C:5]1=[O:17])[CH:2]=[CH2:3]. (2) Given the reactants [CH3:1][C:2]([CH:8]1[CH2:12][CH2:11][CH2:10][O:9]1)([CH3:7])[C:3]([O:5]C)=[O:4].O.[Li+].[OH-], predict the reaction product. The product is: [CH3:7][C:2]([CH:8]1[CH2:12][CH2:11][CH2:10][O:9]1)([CH3:1])[C:3]([OH:5])=[O:4]. (3) Given the reactants [Mg+2].[Cl-].[Cl-].[CH2:4]=[O:5].[CH3:6][O:7][C:8]1[CH:13]=[CH:12][C:11]([OH:14])=[CH:10][CH:9]=1.Cl, predict the reaction product. The product is: [OH:14][C:11]1[CH:12]=[CH:13][C:8]([O:7][CH3:6])=[CH:9][C:10]=1[CH:4]=[O:5]. (4) Given the reactants [CH2:1]([O:3][C:4](=[O:20])[C:5]1[CH:10]=[CH:9][C:8]([N:11]=[CH:12][C:13]2[CH:18]=[CH:17][CH:16]=[C:15]([Br:19])[CH:14]=2)=[CH:7][CH:6]=1)[CH3:2].O.[O-]S(C(F)(F)F)(=O)=O.[Yb+3].[O-]S(C(F)(F)F)(=O)=O.[O-]S(C(F)(F)F)(=O)=O.[CH:47](=[O:51])[CH:48]([CH3:50])[CH3:49].O, predict the reaction product. The product is: [CH2:1]([O:3][C:4]([C:5]1[CH:10]=[C:9]2[C:8](=[CH:7][CH:6]=1)[NH:11][CH:12]([C:13]1[CH:18]=[CH:17][CH:16]=[C:15]([Br:19])[CH:14]=1)[C:48]([CH3:50])([CH3:49])[CH:47]2[OH:51])=[O:20])[CH3:2]. (5) Given the reactants Br[CH2:2][C:3]1[C:8]([N+:9]([O-:11])=[O:10])=[CH:7][CH:6]=[CH:5][N:4]=1.[Cl:12][C:13]1[CH:18]=[CH:17][C:16]([OH:19])=[CH:15][CH:14]=1, predict the reaction product. The product is: [Cl:12][C:13]1[CH:18]=[CH:17][C:16]([O:19][CH2:2][C:3]2[C:8]([N+:9]([O-:11])=[O:10])=[CH:7][CH:6]=[CH:5][N:4]=2)=[CH:15][CH:14]=1. (6) Given the reactants [Cl:1][C:2]1[CH:11]=[C:10]2[C:5]([CH:6]=[C:7](C(O)=O)[N:8]=[CH:9]2)=[CH:4][N:3]=1.[C:15]([OH:19])([CH3:18])([CH3:17])[CH3:16].C([N:23]([CH2:27]C)C(C)C)(C)C.C1C=CC([O:35]P(OC2C=CC=CC=2)(N=[N+]=[N-])=O)=CC=1, predict the reaction product. The product is: [Cl:1][C:2]1[CH:11]=[C:10]2[C:5]([CH:6]=[C:7]([NH:23][C:27](=[O:35])[O:19][C:15]([CH3:18])([CH3:17])[CH3:16])[N:8]=[CH:9]2)=[CH:4][N:3]=1. (7) Given the reactants Br[C:2]1[CH:3]=[C:4]([C:8]([NH:10][C:11]2[O:12][C:13]([C:16]3[O:17][CH:18]=[CH:19][CH:20]=3)=[N:14][N:15]=2)=[O:9])[CH:5]=[N:6][CH:7]=1.[CH2:21]([C:23]1[CH:28]=[CH:27][C:26]([C:29]2[CH:34]=[CH:33][C:32](B(O)O)=[CH:31][CH:30]=2)=[CH:25][CH:24]=1)[CH3:22], predict the reaction product. The product is: [CH2:21]([C:23]1[CH:28]=[CH:27][C:26]([C:29]2[CH:34]=[CH:33][C:32]([C:2]3[CH:3]=[C:4]([C:8]([NH:10][C:11]4[O:12][C:13]([C:16]5[O:17][CH:18]=[CH:19][CH:20]=5)=[N:14][N:15]=4)=[O:9])[CH:5]=[N:6][CH:7]=3)=[CH:31][CH:30]=2)=[CH:25][CH:24]=1)[CH3:22].